From a dataset of Reaction yield outcomes from USPTO patents with 853,638 reactions. Predict the reaction yield, written as a fraction of the theoretical maximum amount of product (1.0 means a 100% yield; for example, 0.34 means a 34% yield). The reactants are [F:1][C:2]1[CH:7]=[CH:6][C:5]([OH:8])=[CH:4][CH:3]=1.[C:9](O)(=O)[CH2:10][C:11](O)=[O:12].P(Cl)(Cl)(Cl)=O. The catalyst is [Cl-].[Zn+2].[Cl-].O. The product is [F:1][C:2]1[CH:7]=[C:6]2[C:5](=[CH:4][CH:3]=1)[O:8][C:11](=[O:12])[CH:10]=[CH:9]2. The yield is 0.0700.